Dataset: Reaction yield outcomes from USPTO patents with 853,638 reactions. Task: Predict the reaction yield, written as a fraction of the theoretical maximum amount of product (1.0 means a 100% yield; for example, 0.34 means a 34% yield). The reactants are [F:1][C:2]([F:15])([F:14])[C:3]1[CH:4]=[C:5](Br)[CH:6]=[C:7]([C:9]([F:12])([F:11])[F:10])[CH:8]=1.Cl.[OH:17][C@@H:18]1[CH2:22][CH2:21][NH:20][CH2:19]1.C1(P(C2C=CC=CC=2)C2C=CC3C(=CC=CC=3)C=2C2C3C(=CC=CC=3)C=CC=2P(C2C=CC=CC=2)C2C=CC=CC=2)C=CC=CC=1.C(=O)([O-])[O-].[Cs+].[Cs+]. The catalyst is C1(C)C=CC=CC=1.C([O-])(=O)C.[Pd+2].C([O-])(=O)C.O1CCOCC1. The product is [F:1][C:2]([F:15])([F:14])[C:3]1[CH:4]=[C:5]([N:20]2[CH2:21][CH2:22][C@@H:18]([OH:17])[CH2:19]2)[CH:6]=[C:7]([C:9]([F:12])([F:11])[F:10])[CH:8]=1. The yield is 0.610.